Dataset: Full USPTO retrosynthesis dataset with 1.9M reactions from patents (1976-2016). Task: Predict the reactants needed to synthesize the given product. (1) Given the product [C:15]([O:14][C:12]([NH:4][C:3]1[CH:5]=[CH:6][C:7]([N+:9]([O-:11])=[O:10])=[CH:8][C:2]=1[F:1])=[O:13])([CH3:18])([CH3:17])[CH3:16], predict the reactants needed to synthesize it. The reactants are: [F:1][C:2]1[CH:8]=[C:7]([N+:9]([O-:11])=[O:10])[CH:6]=[CH:5][C:3]=1[NH2:4].[C:12](O[C:12]([O:14][C:15]([CH3:18])([CH3:17])[CH3:16])=[O:13])([O:14][C:15]([CH3:18])([CH3:17])[CH3:16])=[O:13].C(N(CC)CC)C. (2) The reactants are: C([O:3][C:4]([C:6]1[N:7]=[C:8]2[C:13]([C:14]([F:17])([F:16])[F:15])=[CH:12][C:11]([Br:18])=[CH:10][N:9]2[C:19]=1[Cl:20])=[O:5])C.C(#N)C. Given the product [Br:18][C:11]1[CH:12]=[C:13]([C:14]([F:16])([F:17])[F:15])[C:8]2[N:9]([C:19]([Cl:20])=[C:6]([C:4]([OH:5])=[O:3])[N:7]=2)[CH:10]=1, predict the reactants needed to synthesize it. (3) Given the product [F:1][C:2]1[CH:3]=[C:4]([S:9]([N:12]([CH2:22][C:23]2[CH:24]=[CH:25][C:26]([C:27]([OH:29])=[O:28])=[CH:31][CH:32]=2)[C@H:13]([C:16]2[CH:21]=[CH:20][CH:19]=[CH:18][CH:17]=2)[CH2:14][CH3:15])(=[O:11])=[O:10])[CH:5]=[CH:6][C:7]=1[F:8], predict the reactants needed to synthesize it. The reactants are: [F:1][C:2]1[CH:3]=[C:4]([S:9]([N:12]([CH2:22][C:23]2[CH:32]=[CH:31][C:26]([C:27]([O:29]C)=[O:28])=[CH:25][CH:24]=2)[C@H:13]([C:16]2[CH:21]=[CH:20][CH:19]=[CH:18][CH:17]=2)[CH2:14][CH3:15])(=[O:11])=[O:10])[CH:5]=[CH:6][C:7]=1[F:8].O.[OH-].[Li+]. (4) Given the product [I:33][C:2]1[CH:7]=[CH:6][C:5]([CH:8]([CH3:14])[C:9]([O:11][CH2:12][CH3:13])=[O:10])=[CH:4][C:3]=1[O:15][CH3:16], predict the reactants needed to synthesize it. The reactants are: N[C:2]1[CH:7]=[CH:6][C:5]([CH:8]([CH3:14])[C:9]([O:11][CH2:12][CH3:13])=[O:10])=[CH:4][C:3]=1[O:15][CH3:16].O.C1(C)C=CC(S(O)(=O)=O)=CC=1.N([O-])=O.[Na+].[I-:33].[K+]. (5) Given the product [CH2:1]([N:8]1[CH2:9][CH2:10][N:11]([CH:14]2[CH2:19][CH2:18][N:17]([CH2:21][CH2:22][CH2:23][C:24]([O:26][CH2:29][CH3:31])=[O:25])[CH2:16][CH2:15]2)[CH2:12][CH2:13]1)[C:2]1[CH:3]=[CH:4][CH:5]=[CH:6][CH:7]=1, predict the reactants needed to synthesize it. The reactants are: [CH2:1]([N:8]1[CH2:13][CH2:12][N:11]([CH:14]2[CH2:19][CH2:18][NH:17][CH2:16][CH2:15]2)[CH2:10][CH2:9]1)[C:2]1[CH:7]=[CH:6][CH:5]=[CH:4][CH:3]=1.O=[CH:21][CH2:22][CH2:23][C:24]([OH:26])=[O:25].[BH-](OC(C)=O)(OC(C)=O)O[C:29]([CH3:31])=O.[Na+].C([O-])([O-])=O.[K+].[K+]. (6) The reactants are: [NH2:1][C:2]1[S:3][C:4]2[CH:10]=[C:9]([OH:11])[CH:8]=[CH:7][C:5]=2[N:6]=1.O[CH2:13][CH2:14][N:15]1[CH2:20][CH2:19][O:18][CH2:17][CH2:16]1.C1(P(C2C=CC=CC=2)C2C=CC=CC=2)C=CC=CC=1.N(C(OCC)=O)=NC(OCC)=O. Given the product [N:15]1([CH2:14][CH2:13][O:11][C:9]2[CH:8]=[CH:7][C:5]3[N:6]=[C:2]([NH2:1])[S:3][C:4]=3[CH:10]=2)[CH2:20][CH2:19][O:18][CH2:17][CH2:16]1, predict the reactants needed to synthesize it. (7) The reactants are: [OH:1][C@H:2]1[CH2:6][C@H:5]([N:7]2[CH:12]=[C:11]3[CH:13]=[C:14]([C:16]4[CH:21]=[CH:20][C:19]([CH2:22][CH2:23][CH2:24][CH2:25][CH3:26])=[CH:18][CH:17]=4)[O:15][C:10]3=[N:9][C:8]2=[O:27])[O:4][C@@H:3]1[CH2:28][O:29][C:30](=[O:36])[C@@H:31]([NH2:35])[CH:32]([CH3:34])[CH3:33].[ClH:37].CC(O)C. Given the product [ClH:37].[OH:1][C@H:2]1[CH2:6][C@H:5]([N:7]2[CH:12]=[C:11]3[CH:13]=[C:14]([C:16]4[CH:17]=[CH:18][C:19]([CH2:22][CH2:23][CH2:24][CH2:25][CH3:26])=[CH:20][CH:21]=4)[O:15][C:10]3=[N:9][C:8]2=[O:27])[O:4][C@@H:3]1[CH2:28][O:29][C:30](=[O:36])[CH:31]([NH2:35])[CH:32]([CH3:33])[CH3:34], predict the reactants needed to synthesize it. (8) Given the product [OH:8][C@H:4]1[CH2:5][N:6]([C:11]([O:13][CH2:14][C:15]2[CH:20]=[CH:19][CH:18]=[CH:17][CH:16]=2)=[O:12])[CH2:7][C:3]1([CH3:9])[CH3:2], predict the reactants needed to synthesize it. The reactants are: Cl.[CH3:2][C:3]1([CH3:9])[CH2:7][NH:6][CH2:5][C@@H:4]1[OH:8].Cl[C:11]([O:13][CH2:14][C:15]1[CH:20]=[CH:19][CH:18]=[CH:17][CH:16]=1)=[O:12]. (9) Given the product [CH2:1]([C:5]1[N:6]([CH2:26][C:27]2[CH:32]=[CH:31][C:30]([C:33]3[CH:38]=[CH:37][CH:36]=[CH:35][C:34]=3[C:39]3[NH:43][N:42]=[N:41][N:40]=3)=[CH:29][CH:28]=2)[C:7]([C:11]([O:13][C@H:14]([CH3:25])[C:15]([OH:17])=[O:16])=[O:12])=[C:8]([Cl:10])[N:9]=1)[CH2:2][CH2:3][CH3:4], predict the reactants needed to synthesize it. The reactants are: [CH2:1]([C:5]1[N:6]([CH2:26][C:27]2[CH:32]=[CH:31][C:30]([C:33]3[CH:38]=[CH:37][CH:36]=[CH:35][C:34]=3[C:39]3[NH:43][N:42]=[N:41][N:40]=3)=[CH:29][CH:28]=2)[C:7]([C:11]([O:13][C@H:14]([CH3:25])[C:15]([O:17]CC2C=CC=CC=2)=[O:16])=[O:12])=[C:8]([Cl:10])[N:9]=1)[CH2:2][CH2:3][CH3:4].